From a dataset of TCR-epitope binding with 47,182 pairs between 192 epitopes and 23,139 TCRs. Binary Classification. Given a T-cell receptor sequence (or CDR3 region) and an epitope sequence, predict whether binding occurs between them. (1) The epitope is GVAMPNLYK. The TCR CDR3 sequence is CATSDPRDTEETQYF. Result: 0 (the TCR does not bind to the epitope). (2) The epitope is MPASWVMRI. The TCR CDR3 sequence is CASRQGLAGSDTQYF. Result: 1 (the TCR binds to the epitope). (3) The epitope is FTISVTTEIL. The TCR CDR3 sequence is CASRPTATNEKLFF. Result: 0 (the TCR does not bind to the epitope). (4) The epitope is YLNTLTLAV. The TCR CDR3 sequence is CASGLYRAPYEQYF. Result: 0 (the TCR does not bind to the epitope).